Dataset: Peptide-MHC class I binding affinity with 185,985 pairs from IEDB/IMGT. Task: Regression. Given a peptide amino acid sequence and an MHC pseudo amino acid sequence, predict their binding affinity value. This is MHC class I binding data. The binding affinity (normalized) is 0.288. The MHC is HLA-B18:01 with pseudo-sequence HLA-B18:01. The peptide sequence is MEVVFPNEVGA.